From a dataset of Forward reaction prediction with 1.9M reactions from USPTO patents (1976-2016). Predict the product of the given reaction. (1) Given the reactants [F:1][C:2]1[CH:3]=[C:4]([CH:10]=[C:11]([F:13])[CH:12]=1)[C@H:5]([OH:9])[C:6]([OH:8])=O.Cl.[NH2:15][C@H:16]([C:20]([NH:22][N:23]1[C:29](=[O:30])[CH:28]([CH2:31][CH2:32][CH2:33][CH2:34][C:35]2[CH:40]=[CH:39][CH:38]=[CH:37][CH:36]=2)[C:27]2[CH:41]=[CH:42][CH:43]=[CH:44][C:26]=2[C:25]2[CH2:45][CH2:46][CH:47]=[CH:48][C:24]1=2)=[O:21])[CH:17]([CH3:19])[CH3:18], predict the reaction product. The product is: [F:13][C:11]1[CH:10]=[C:4]([CH:3]=[C:2]([F:1])[CH:12]=1)[C@H:5]([OH:9])[C:6]([NH:15][C@H:16]([C:20]([NH:22][N:23]1[C:29](=[O:30])[CH:28]([CH2:31][CH2:32][CH2:33][CH2:34][C:35]2[CH:36]=[CH:37][CH:38]=[CH:39][CH:40]=2)[C:27]2[CH:41]=[CH:42][CH:43]=[CH:44][C:26]=2[C:25]2[CH:45]=[CH:46][CH:47]=[CH:48][C:24]1=2)=[O:21])[CH:17]([CH3:19])[CH3:18])=[O:8]. (2) Given the reactants [OH:1][N:2]=[C:3](Cl)[CH3:4].[Cl:6][C:7]1[C:16]2[N:17]=[C:18]([CH2:23][O:24][CH2:25][CH3:26])[N:19]([CH2:20][C:21]#[CH:22])[C:15]=2[C:14]2[CH:13]=[CH:12][CH:11]=[CH:10][C:9]=2[N:8]=1.C(N(CC)CC)C, predict the reaction product. The product is: [Cl:6][C:7]1[C:16]2[N:17]=[C:18]([CH2:23][O:24][CH2:25][CH3:26])[N:19]([CH2:20][C:21]3[O:1][N:2]=[C:3]([CH3:4])[CH:22]=3)[C:15]=2[C:14]2[CH:13]=[CH:12][CH:11]=[CH:10][C:9]=2[N:8]=1. (3) Given the reactants [F:1][C:2]([F:19])([F:18])[C:3]([C:9]1[CH:14]=[C:13]([Cl:15])[C:12]([Cl:16])=[C:11]([Cl:17])[CH:10]=1)(O)[CH2:4][N+:5]([O-:7])=[O:6].S(Cl)(Cl)=O.N1C=CC=CC=1.Cl, predict the reaction product. The product is: [Cl:15][C:13]1[CH:14]=[C:9]([C:3]([C:2]([F:18])([F:19])[F:1])=[CH:4][N+:5]([O-:7])=[O:6])[CH:10]=[C:11]([Cl:17])[C:12]=1[Cl:16]. (4) Given the reactants Br[C:2]1[CH:7]=[CH:6][C:5]([O:8][CH2:9][CH2:10][CH2:11][CH2:12][CH2:13][CH2:14][CH2:15][CH3:16])=[CH:4][CH:3]=1.[N:17]1([C:23]([O:25][C:26]([CH3:29])([CH3:28])[CH3:27])=[O:24])[CH2:22][CH2:21][NH:20][CH2:19][CH2:18]1.CC([O-])(C)C.[K+].C(Cl)Cl, predict the reaction product. The product is: [CH2:9]([O:8][C:5]1[CH:6]=[CH:7][C:2]([N:20]2[CH2:19][CH2:18][N:17]([C:23]([O:25][C:26]([CH3:29])([CH3:28])[CH3:27])=[O:24])[CH2:22][CH2:21]2)=[CH:3][CH:4]=1)[CH2:10][CH2:11][CH2:12][CH2:13][CH2:14][CH2:15][CH3:16]. (5) Given the reactants [CH:1]1([CH2:6][C@H:7]([CH2:42][N:43]([CH:52]=[O:53])[O:44]CC2C=CC=CC=2)[C:8]([N:10]2[C@H:14]([C:15]([NH:17][C:18]3[CH:23]=[CH:22][N:21]=[C:20]([N:24]4[CH2:28][CH2:27][C@H:26]([N:29]([CH3:31])[CH3:30])[CH2:25]4)[N:19]=3)=[O:16])[CH2:13][CH2:12][N:11]2C(OCC2C=CC=CC=2)=O)=[O:9])[CH2:5][CH2:4][CH2:3][CH2:2]1, predict the reaction product. The product is: [CH:1]1([CH2:6][C@H:7]([CH2:42][N:43]([CH:52]=[O:53])[OH:44])[C:8]([N:10]2[C@H:14]([C:15]([NH:17][C:18]3[CH:23]=[CH:22][N:21]=[C:20]([N:24]4[CH2:28][CH2:27][C@H:26]([N:29]([CH3:31])[CH3:30])[CH2:25]4)[N:19]=3)=[O:16])[CH2:13][CH2:12][NH:11]2)=[O:9])[CH2:2][CH2:3][CH2:4][CH2:5]1. (6) Given the reactants N1C2C=CC=CC=2N=C1C1C=C(N[C:18](=[O:27])[C:19]2[C:24]([CH3:25])=[CH:23][C:22]([Cl:26])=[N:21][CH:20]=2)C=CC=1Cl.OC1C=C(C)C(C(O)=O)=CN=1.P(Cl)(Cl)([Cl:41])=O, predict the reaction product. The product is: [Cl:26][C:22]1[CH:23]=[C:24]([CH3:25])[C:19]([C:18]([Cl:41])=[O:27])=[CH:20][N:21]=1.